Dataset: Forward reaction prediction with 1.9M reactions from USPTO patents (1976-2016). Task: Predict the product of the given reaction. (1) Given the reactants C([O:3][C:4]([C:6]1[CH:7]=[N:8][N:9]([C:15]([CH3:19])([CH3:18])[CH2:16][OH:17])[C:10]=1[C:11]([F:14])([F:13])[F:12])=[O:5])C.[Li+].[OH-], predict the reaction product. The product is: [OH:17][CH2:16][C:15]([N:9]1[C:10]([C:11]([F:12])([F:13])[F:14])=[C:6]([C:4]([OH:5])=[O:3])[CH:7]=[N:8]1)([CH3:19])[CH3:18]. (2) Given the reactants [C:1]([NH:4][C:5]([CH2:14][C:15]1[CH:24]=[CH:23][C:22]2[CH2:21][CH2:20][CH2:19][CH2:18][C:17]=2[CH:16]=1)(C([O-])=O)[C:6]([O:8][CH2:9][CH3:10])=[O:7])(=[O:3])[CH3:2], predict the reaction product. The product is: [C:1]([NH:4][CH:5]([CH2:14][C:15]1[CH:24]=[CH:23][C:22]2[CH2:21][CH2:20][CH2:19][CH2:18][C:17]=2[CH:16]=1)[C:6]([O:8][CH2:9][CH3:10])=[O:7])(=[O:3])[CH3:2]. (3) Given the reactants [F:1][C:2]1[CH:8]=[C:7](I)[CH:6]=[CH:5][C:3]=1[NH2:4].[C:10]([Si:12]([CH3:15])([CH3:14])[CH3:13])#[CH:11], predict the reaction product. The product is: [F:1][C:2]1[CH:8]=[C:7]([C:11]#[C:10][Si:12]([CH3:15])([CH3:14])[CH3:13])[CH:6]=[CH:5][C:3]=1[NH2:4]. (4) Given the reactants CP(C)C.[N:5]([CH2:8][C:9]1([C:15]([O:17][CH2:18][CH3:19])=[O:16])[CH2:14][CH2:13][CH2:12][CH2:11][O:10]1)=[N+]=[N-].O, predict the reaction product. The product is: [NH2:5][CH2:8][C:9]1([C:15]([O:17][CH2:18][CH3:19])=[O:16])[CH2:14][CH2:13][CH2:12][CH2:11][O:10]1. (5) Given the reactants [CH3:1][N:2]1[C@@H:11]2[CH2:12][C:13]3[CH:18]=[CH:17][C:16]([OH:19])=[C:15]([OH:20])[C:14]=3[C:9]3[C:10]2=[C:5]([CH:6]=[CH:7][CH:8]=3)[CH2:4][CH2:3]1.O.[NH2:22][C@H:23]([C:29]([OH:31])=[O:30])[CH2:24][CH2:25][C:26]([OH:28])=[O:27], predict the reaction product. The product is: [CH3:1][N:2]1[C@@H:11]2[CH2:12][C:13]3[CH:18]=[CH:17][C:16]([OH:19])=[C:15]([OH:20])[C:14]=3[C:9]3[C:10]2=[C:5]([CH:6]=[CH:7][CH:8]=3)[CH2:4][CH2:3]1.[NH2:22][C@H:23]([C:29]([O-:31])=[O:30])[CH2:24][CH2:25][C:26]([O-:28])=[O:27].[CH3:1][N:2]1[C@@H:11]2[CH2:12][C:13]3[CH:18]=[CH:17][C:16]([OH:19])=[C:15]([OH:20])[C:14]=3[C:9]3[C:10]2=[C:5]([CH:6]=[CH:7][CH:8]=3)[CH2:4][CH2:3]1. (6) Given the reactants [CH3:1][O:2][C:3]1[CH:4]=[C:5]([NH2:15])[CH:6]=[CH:7][C:8]=1[N:9]1[CH:13]=[C:12]([CH3:14])[N:11]=[CH:10]1.[C:16]([C:20]1[CH:34]=[CH:33][C:23]([O:24][C:25]2[CH:30]=[C:29]([CH3:31])[N:28]=[C:27](Cl)[N:26]=2)=[CH:22][CH:21]=1)([CH3:19])([CH3:18])[CH3:17], predict the reaction product. The product is: [C:16]([C:20]1[CH:34]=[CH:33][C:23]([O:24][C:25]2[CH:30]=[C:29]([CH3:31])[N:28]=[C:27]([NH:15][C:5]3[CH:6]=[CH:7][C:8]([N:9]4[CH:13]=[C:12]([CH3:14])[N:11]=[CH:10]4)=[C:3]([O:2][CH3:1])[CH:4]=3)[N:26]=2)=[CH:22][CH:21]=1)([CH3:19])([CH3:17])[CH3:18].